This data is from Catalyst prediction with 721,799 reactions and 888 catalyst types from USPTO. The task is: Predict which catalyst facilitates the given reaction. (1) Product: [CH3:1][O:2][C:3](=[O:12])[C:4]1[CH:9]=[C:8]([I:10])[CH:7]=[CH:6][C:5]=1[O:11][CH2:21][C:20]#[CH:19]. Reactant: [CH3:1][O:2][C:3](=[O:12])[C:4]1[CH:9]=[C:8]([I:10])[CH:7]=[CH:6][C:5]=1[OH:11].C(=O)([O-])[O-].[K+].[K+].[C:19](Br)(=O)[C:20]#[CH:21]. The catalyst class is: 21. (2) Reactant: [CH2:1]([C:8]([CH2:29][CH3:30])=[C:9]([C:16]1[CH:21]=[CH:20][C:19]([NH:22][C:23](=[O:28])[C:24]([F:27])([F:26])[F:25])=[CH:18][CH:17]=1)[C:10]1[CH:15]=[CH:14][CH:13]=[CH:12][CH:11]=1)[C:2]1[CH:7]=[CH:6][CH:5]=[CH:4][CH:3]=1.C(=O)([O-])[O-].[K+].[K+].Br[CH2:38][CH2:39][CH2:40][O:41][CH:42]1[CH2:47][CH2:46][CH2:45][CH2:44][O:43]1. Product: [CH2:1]([C:8]([CH2:29][CH3:30])=[C:9]([C:16]1[CH:17]=[CH:18][C:19]([N:22]([CH2:38][CH2:39][CH2:40][O:41][CH:42]2[CH2:47][CH2:46][CH2:45][CH2:44][O:43]2)[C:23](=[O:28])[C:24]([F:27])([F:25])[F:26])=[CH:20][CH:21]=1)[C:10]1[CH:15]=[CH:14][CH:13]=[CH:12][CH:11]=1)[C:2]1[CH:7]=[CH:6][CH:5]=[CH:4][CH:3]=1. The catalyst class is: 85. (3) Reactant: O[CH2:2][C:3]1[C:12]2[C:7](=[CH:8][CH:9]=[CH:10][CH:11]=2)[CH:6]=[C:5]([C:13]#[N:14])[N:4]=1.P(Br)(Br)[Br:16].C([O-])(O)=O.[Na+]. Product: [Br:16][CH2:2][C:3]1[C:12]2[C:7](=[CH:8][CH:9]=[CH:10][CH:11]=2)[CH:6]=[C:5]([C:13]#[N:14])[N:4]=1. The catalyst class is: 1. (4) The catalyst class is: 238. Reactant: [I-:1].[K+].II.[NH2:5][C:6]1[C:11]([Br:12])=[CH:10][N:9]=[C:8]([CH3:13])[CH:7]=1.C(=O)([O-])[O-].[Na+].[Na+]. Product: [Br:12][C:11]1[C:6]([NH2:5])=[C:7]([I:1])[C:8]([CH3:13])=[N:9][CH:10]=1.